This data is from Forward reaction prediction with 1.9M reactions from USPTO patents (1976-2016). The task is: Predict the product of the given reaction. (1) The product is: [CH3:63][O:62][C:60]1[CH:59]=[CH:58][C:57]([CH:64]2[CH2:73][CH2:72][C:71]3[C:66](=[CH:67][CH:68]=[C:69]([O:74][CH3:75])[CH:70]=3)[CH2:65]2)=[C:56]([CH2:55][NH:54][CH2:53][CH2:52][C:49]2[CH:50]=[CH:51][C:46]([OH:45])=[CH:47][CH:48]=2)[CH:61]=1. Given the reactants C(OC1C=CC(CCNC2C=C(OC)C=CC=2C2CCC3C(=CC=C(OC)C=3)C2)=CC=1)C1C=CC=CC=1.C([O:45][C:46]1[CH:51]=[CH:50][C:49]([CH2:52][CH2:53][NH:54][CH2:55][C:56]2[CH:61]=[C:60]([O:62][CH3:63])[CH:59]=[CH:58][C:57]=2[CH:64]2[CH2:73][CH2:72][C:71]3[C:66](=[CH:67][CH:68]=[C:69]([O:74][CH3:75])[CH:70]=3)[CH2:65]2)=[CH:48][CH:47]=1)C1C=CC=CC=1, predict the reaction product. (2) Given the reactants C[O:2][C:3]([C:5]1[S:6][C:7]([CH2:12][Br:13])=[CH:8][C:9]=1[O:10][CH3:11])=O.[H-].C([Al+]CC(C)C)C(C)C, predict the reaction product. The product is: [Br:13][CH2:12][C:7]1[S:6][C:5]([CH2:3][OH:2])=[C:9]([O:10][CH3:11])[CH:8]=1. (3) The product is: [ClH:73].[NH2:8][CH2:9][C@H:10]1[CH2:11][CH2:12][C@H:13]([C:16]([NH:18][C@@H:19]([CH2:43][C:44]2[CH:45]=[CH:46][C:47]([C:50]3[CH:55]=[CH:54][C:53]([C:56](=[O:71])[NH:57][CH:58]4[CH2:59][CH2:60][NH:61][CH2:62][CH2:63]4)=[CH:52][C:51]=3[CH3:72])=[CH:48][CH:49]=2)[C:20]([NH:22][C:23]2[CH:28]=[CH:27][C:26]([C:29]3[NH:33][N:32]=[C:31]([C:34]([F:42])([F:41])[C:35]([F:39])([F:40])[C:36]([OH:38])=[O:37])[N:30]=3)=[CH:25][CH:24]=2)=[O:21])=[O:17])[CH2:14][CH2:15]1. Given the reactants C(OC([NH:8][CH2:9][C@H:10]1[CH2:15][CH2:14][C@H:13]([C:16]([NH:18][C@@H:19]([CH2:43][C:44]2[CH:49]=[CH:48][C:47]([C:50]3[CH:55]=[CH:54][C:53]([C:56](=[O:71])[NH:57][CH:58]4[CH2:63][CH2:62][N:61](C(OC(C)(C)C)=O)[CH2:60][CH2:59]4)=[CH:52][C:51]=3[CH3:72])=[CH:46][CH:45]=2)[C:20]([NH:22][C:23]2[CH:28]=[CH:27][C:26]([C:29]3[NH:33][N:32]=[C:31]([C:34]([F:42])([F:41])[C:35]([F:40])([F:39])[C:36]([OH:38])=[O:37])[N:30]=3)=[CH:25][CH:24]=2)=[O:21])=[O:17])[CH2:12][CH2:11]1)=O)(C)(C)C.[ClH:73], predict the reaction product. (4) Given the reactants [H-].[Na+].[NH:3]1[C:11]2[C:6](=[CH:7][CH:8]=[CH:9][CH:10]=2)[CH:5]=[CH:4]1.CS(O[CH2:17][CH:18]1[CH2:20][CH:19]1[C:21]([O:23][CH2:24][CH3:25])=[O:22])(=O)=O.O, predict the reaction product. The product is: [N:3]1([CH2:17][C@@H:18]2[CH2:20][C@H:19]2[C:21]([O:23][CH2:24][CH3:25])=[O:22])[C:11]2[C:6](=[CH:7][CH:8]=[CH:9][CH:10]=2)[CH:5]=[CH:4]1.